From a dataset of Reaction yield outcomes from USPTO patents with 853,638 reactions. Predict the reaction yield, written as a fraction of the theoretical maximum amount of product (1.0 means a 100% yield; for example, 0.34 means a 34% yield). (1) The reactants are [NH:1]1[CH2:6][CH2:5][CH:4]([N:7]2[CH2:12][CH2:11][C:10](=[O:13])[NH:9][C:8]2=[O:14])[CH2:3][CH2:2]1.C1C=CC2N(O)N=NC=2C=1.[Cl:25][C:26]1[CH:27]=[C:28]2[C:33](=[CH:34][CH:35]=1)[CH:32]=[C:31]([S:36]([CH2:39][C@@H:40]([OH:44])[C:41](O)=[O:42])(=[O:38])=[O:37])[CH:30]=[CH:29]2.CCN=C=NCCCN(C)C. The catalyst is CN(C=O)C. The product is [Cl:25][C:26]1[CH:27]=[C:28]2[C:33](=[CH:34][CH:35]=1)[CH:32]=[C:31]([S:36]([CH2:39][C@@H:40]([OH:44])[C:41]([N:1]1[CH2:2][CH2:3][CH:4]([N:7]3[CH2:12][CH2:11][C:10](=[O:13])[NH:9][C:8]3=[O:14])[CH2:5][CH2:6]1)=[O:42])(=[O:37])=[O:38])[CH:30]=[CH:29]2. The yield is 0.0900. (2) The reactants are [CH2:1]([O:3][C:4]([C:6]1[C:7](=[O:18])[O:8][C:9]2[C:14]([CH:15]=1)=[C:13]([CH3:16])[CH:12]=[C:11]([OH:17])[CH:10]=2)=[O:5])[CH3:2].C(N(C(C)C)CC)(C)C.Cl[CH2:29][O:30][CH3:31]. The catalyst is CN(C=O)C.C(O)(=O)CC(CC(O)=O)(C(O)=O)O. The product is [CH2:1]([O:3][C:4]([C:6]1[C:7](=[O:18])[O:8][C:9]2[C:14]([CH:15]=1)=[C:13]([CH3:16])[CH:12]=[C:11]([O:17][CH2:29][O:30][CH3:31])[CH:10]=2)=[O:5])[CH3:2]. The yield is 0.790. (3) The reactants are [Br:1][C:2]1[CH:9]=[CH:8][C:5]([C:6]#[N:7])=[CH:4][CH:3]=1.[N+:10]([O-])([OH:12])=[O:11]. The catalyst is OS(O)(=O)=O. The product is [Br:1][C:2]1[CH:9]=[CH:8][C:5]([C:6]#[N:7])=[CH:4][C:3]=1[N+:10]([O-:12])=[O:11]. The yield is 0.560. (4) The reactants are [B-](F)(F)(F)F.CN(C(O[N:14]1[C:19](=O)[CH2:18][CH2:17][C:15]1=O)=[N+](C)C)C.[OH:21][CH:22]([C:24]1[CH:25]=[C:26]([C:41](O)=[O:42])[CH:27]=[C:28]2[C:33]=1[O:32][C:31]([N:34]1[CH2:39][CH2:38][O:37][CH2:36][CH2:35]1)=[CH:30][C:29]2=[O:40])[CH3:23].C(N(C(C)C)C(C)C)C.N1CCCC1. The catalyst is C(Cl)Cl. The product is [OH:21][CH:22]([C:24]1[CH:25]=[C:26]([C:41]([N:14]2[CH2:15][CH2:17][CH2:18][CH2:19]2)=[O:42])[CH:27]=[C:28]2[C:33]=1[O:32][C:31]([N:34]1[CH2:39][CH2:38][O:37][CH2:36][CH2:35]1)=[CH:30][C:29]2=[O:40])[CH3:23]. The yield is 0.800. (5) The reactants are C1(P(C2C=CC=CC=2)C2C=CC=CC=2)C=CC=CC=1.BrN1C(=O)CCC1=O.[Cl:28][C:29]1[CH:30]=[C:31]([C@@H:39]([CH2:43][CH:44]2[CH2:48][CH2:47][CH2:46][CH2:45]2)[C:40]([OH:42])=O)[CH:32]=[CH:33][C:34]=1[S:35]([CH3:38])(=[O:37])=[O:36].[NH2:49][C:50]1[NH:51][C:52]2[CH:58]=[CH:57][CH:56]=[CH:55][C:53]=2[N:54]=1.N1C=CC=CC=1. The catalyst is C(Cl)Cl.O. The product is [NH:51]1[C:52]2[CH:58]=[CH:57][CH:56]=[CH:55][C:53]=2[N:54]=[C:50]1[NH:49][C:40](=[O:42])[C@@H:39]([C:31]1[CH:32]=[CH:33][C:34]([S:35]([CH3:38])(=[O:36])=[O:37])=[C:29]([Cl:28])[CH:30]=1)[CH2:43][CH:44]1[CH2:48][CH2:47][CH2:46][CH2:45]1. The yield is 0.560. (6) The reactants are C([O:3][CH2:4][CH2:5][O:6][NH:7][C:8]([C:10]1[C:25]([NH:26][C:27]2[CH:32]=[CH:31][C:30]([Br:33])=[CH:29][C:28]=2[Cl:34])=[C:24]([F:35])[C:13]2[N:14]=[CH:15][N:16]([CH2:17][CH:18]3[CH2:23][CH2:22][CH2:21][CH2:20][O:19]3)[C:12]=2[CH:11]=1)=[O:9])=C.Cl.[OH-].[Na+]. The catalyst is C(O)C.O. The product is [OH:3][CH2:4][CH2:5][O:6][NH:7][C:8]([C:10]1[C:25]([NH:26][C:27]2[CH:32]=[CH:31][C:30]([Br:33])=[CH:29][C:28]=2[Cl:34])=[C:24]([F:35])[C:13]2[N:14]=[CH:15][N:16]([CH2:17][CH:18]3[CH2:23][CH2:22][CH2:21][CH2:20][O:19]3)[C:12]=2[CH:11]=1)=[O:9]. The yield is 0.910.